From a dataset of Forward reaction prediction with 1.9M reactions from USPTO patents (1976-2016). Predict the product of the given reaction. (1) Given the reactants [CH2:1]([NH2:8])[C:2]1[CH:7]=[CH:6][CH:5]=[CH:4][CH:3]=1.C(=O)([O-])[O-].[K+].[K+].Cl[CH2:16][C:17]#[N:18], predict the reaction product. The product is: [CH2:1]([NH:8][CH2:16][C:17]#[N:18])[C:2]1[CH:7]=[CH:6][CH:5]=[CH:4][CH:3]=1. (2) Given the reactants [C:1]1([CH2:7][CH2:8][CH2:9][CH:10]([NH:20][C:21]([C@H:23]2[CH2:28][CH2:27][C@@H:26]([NH:29]C(OC(C)(C)C)=O)[CH2:25][CH2:24]2)=[O:22])[CH2:11][CH2:12][CH2:13][C:14]2[CH:19]=[CH:18][CH:17]=[CH:16][CH:15]=2)[CH:6]=[CH:5][CH:4]=[CH:3][CH:2]=1.FC(F)(F)C(O)=O, predict the reaction product. The product is: [C:14]1([CH2:13][CH2:12][CH2:11][CH:10]([NH:20][C:21]([C@H:23]2[CH2:24][CH2:25][C@@H:26]([NH2:29])[CH2:27][CH2:28]2)=[O:22])[CH2:9][CH2:8][CH2:7][C:1]2[CH:2]=[CH:3][CH:4]=[CH:5][CH:6]=2)[CH:19]=[CH:18][CH:17]=[CH:16][CH:15]=1. (3) Given the reactants [N:1]1[C:10]2[CH:9]([NH:11][CH2:12][CH2:13][CH2:14][CH2:15][NH:16]C(=O)OC(C)(C)C)[CH2:8][CH2:7][CH2:6][C:5]=2[CH:4]=[CH:3][CH:2]=1.[Br:24][C:25]1[CH:26]=[CH:27][C:28]2[N:29]([CH:32]=[C:33]([CH:35]=O)[N:34]=2)[C:30]=1[CH3:31], predict the reaction product. The product is: [Br:24][C:25]1[CH:26]=[CH:27][C:28]2[N:29]([CH:32]=[C:33]([CH2:35][N:11]([CH:9]3[C:10]4[N:1]=[CH:2][CH:3]=[CH:4][C:5]=4[CH2:6][CH2:7][CH2:8]3)[CH2:12][CH2:13][CH2:14][CH2:15][NH2:16])[N:34]=2)[C:30]=1[CH3:31]. (4) Given the reactants [C:1]1([N:7]=[N+:8]=[N-:9])[CH:6]=[CH:5][CH:4]=[CH:3][CH:2]=1.C(OCC)C.[CH2:15]([OH:18])[C:16]#[CH:17], predict the reaction product. The product is: [C:1]1([N:7]2[CH:17]=[C:16]([CH2:15][OH:18])[N:9]=[N:8]2)[CH:6]=[CH:5][CH:4]=[CH:3][CH:2]=1. (5) Given the reactants [Cl:1][C:2]1[CH:7]=[CH:6][C:5]([OH:8])=[CH:4][CH:3]=1.[H-].[Na+].[CH2:11]([N:18]1[CH2:23][CH2:22][N:21]([C:24]2[CH:29]=[CH:28][C:27]([CH:30]([CH3:32])[CH3:31])=[CH:26][CH:25]=2)[CH:20]([CH2:33]OS(C)(=O)=O)[CH2:19]1)[C:12]1[CH:17]=[CH:16][CH:15]=[CH:14][CH:13]=1.O, predict the reaction product. The product is: [CH2:11]([N:18]1[CH2:23][CH2:22][N:21]([C:24]2[CH:25]=[CH:26][C:27]([CH:30]([CH3:32])[CH3:31])=[CH:28][CH:29]=2)[CH:20]([CH2:33][O:8][C:5]2[CH:6]=[CH:7][C:2]([Cl:1])=[CH:3][CH:4]=2)[CH2:19]1)[C:12]1[CH:13]=[CH:14][CH:15]=[CH:16][CH:17]=1.